Dataset: Full USPTO retrosynthesis dataset with 1.9M reactions from patents (1976-2016). Task: Predict the reactants needed to synthesize the given product. (1) The reactants are: Cl.N[C:3]1[CH:7]=[CH:6][NH:5][C:4]=1[C:8]([O:10][CH2:11][CH3:12])=[O:9].[BrH:13].N([O-])=O.[Na+]. Given the product [Br:13][C:3]1[CH:7]=[CH:6][NH:5][C:4]=1[C:8]([O:10][CH2:11][CH3:12])=[O:9], predict the reactants needed to synthesize it. (2) Given the product [CH2:17]([O:16][C:14](=[O:15])[C:13](=[O:19])[CH2:12][S:1][C:2]1[NH:6][C:5]2[CH:7]=[CH:8][CH:9]=[CH:10][C:4]=2[N:3]=1)[CH3:18], predict the reactants needed to synthesize it. The reactants are: [SH:1][C:2]1[NH:3][C:4]2[CH:10]=[CH:9][CH:8]=[CH:7][C:5]=2[N:6]=1.Br[CH2:12][C:13](=[O:19])[C:14]([O:16][CH2:17][CH3:18])=[O:15]. (3) Given the product [CH2:7]([C@@H:4]1[NH:3][C:11](=[O:12])[CH2:10][O:6][CH2:5]1)[CH3:8], predict the reactants needed to synthesize it. The reactants are: [H-].[Na+].[NH2:3][C@@H:4]([CH2:7][CH3:8])[CH2:5][OH:6].Cl[CH2:10][C:11](OCC)=[O:12].[Cl-].[NH4+]. (4) Given the product [NH:38]1[C:39]2[C:35](=[C:34]([C:2]3[N:3]=[C:4]([N:13]4[CH2:18][CH2:17][O:16][CH2:15][CH2:14]4)[C:5]4[S:10][C:9]([CH2:11][NH:12][S:22]([CH3:19])(=[O:24])=[O:23])=[CH:8][C:6]=4[N:7]=3)[CH:42]=[CH:41][CH:40]=2)[CH:36]=[N:37]1, predict the reactants needed to synthesize it. The reactants are: Cl[C:2]1[N:3]=[C:4]([N:13]2[CH2:18][CH2:17][O:16][CH2:15][CH2:14]2)[C:5]2[S:10][C:9]([CH2:11][NH2:12])=[CH:8][C:6]=2[N:7]=1.[CH:19]([S:22](Cl)(=[O:24])=[O:23])(C)C.CC1(C)C(C)(C)OB([C:34]2[CH:42]=[CH:41][CH:40]=[C:39]3[C:35]=2[CH:36]=[N:37][NH:38]3)O1. (5) Given the product [C:1]([C:5]1[CH:10]=[C:22]([CH:8]=[C:7]([C:12]([C:13]#[N:14])([CH3:16])[CH3:15])[CH:6]=1)[C:23]([OH:25])=[O:24])([CH3:4])([CH3:2])[CH3:3], predict the reactants needed to synthesize it. The reactants are: [C:1]([C:5]1[CH:6]=[C:7]([C:12]([CH3:16])([CH3:15])[C:13]#[N:14])[CH:8]=C(C)[CH:10]=1)([CH3:4])([CH3:3])[CH3:2].OS(O)(=O)=O.[CH3:22][C:23]([OH:25])=[O:24].